Dataset: Catalyst prediction with 721,799 reactions and 888 catalyst types from USPTO. Task: Predict which catalyst facilitates the given reaction. (1) Reactant: C(OC([NH:8][C@@H:9]([C:13]1[CH:22]=[CH:21][C:20]2[C:15](=[CH:16][CH:17]=[C:18]([O:23][CH3:24])[CH:19]=2)[CH:14]=1)[C:10]([OH:12])=[O:11])=O)(C)(C)C.F[C:26](F)(F)C(O)=O. Product: [NH2:8][C@@H:9]([C:13]1[CH:22]=[CH:21][C:20]2[C:15](=[CH:16][CH:17]=[C:18]([O:23][CH3:24])[CH:19]=2)[CH:14]=1)[C:10]([O:12][CH3:26])=[O:11]. The catalyst class is: 2. (2) Reactant: C([Li])(C)(C)C.CCCCC.Br[C:12]1[CH:13]=[CH:14][C:15]([O:18][CH2:19][CH2:20][CH3:21])=[N:16][CH:17]=1.[C:22]([Si:26]([CH3:38])([CH3:37])[O:27][CH2:28][CH:29]=[N:30][S@@:31]([C:33]([CH3:36])([CH3:35])[CH3:34])=[O:32])([CH3:25])([CH3:24])[CH3:23]. Product: [C:22]([Si:26]([CH3:38])([CH3:37])[O:27][CH2:28][C@H:29]([NH:30][S@@:31]([C:33]([CH3:36])([CH3:35])[CH3:34])=[O:32])[C:12]1[CH:17]=[N:16][C:15]([O:18][CH2:19][CH2:20][CH3:21])=[CH:14][CH:13]=1)([CH3:25])([CH3:24])[CH3:23]. The catalyst class is: 1. (3) Reactant: [F:1][C:2]1[CH:27]=[CH:26][C:5]([CH2:6][NH:7][C:8](=[O:25])[CH2:9][N:10]2[CH2:14][CH2:13][N:12]([C:15]3[S:16][C:17]([C:21]([OH:23])=O)=[C:18]([CH3:20])[N:19]=3)[C:11]2=[O:24])=[CH:4][CH:3]=1.ON1C2C=CC=CC=2N=N1.Cl.C(N=C=NCCCN(C)C)C.C(N(CC)C(C)C)(C)C.[NH2:59][CH2:60][C:61]1[CH:62]=[N:63][CH:64]=[CH:65][CH:66]=1. Product: [F:1][C:2]1[CH:3]=[CH:4][C:5]([CH2:6][NH:7][C:8](=[O:25])[CH2:9][N:10]2[CH2:14][CH2:13][N:12]([C:15]3[S:16][C:17]([C:21]([NH:59][CH2:60][C:61]4[CH:62]=[N:63][CH:64]=[CH:65][CH:66]=4)=[O:23])=[C:18]([CH3:20])[N:19]=3)[C:11]2=[O:24])=[CH:26][CH:27]=1. The catalyst class is: 42. (4) Reactant: [CH:1]([C:4]1[CH:5]=[N:6][N:7]2[C:12]([NH:13][CH2:14][C:15]3[CH:20]=[CH:19][CH:18]=[CH:17][C:16]=3[N:21]3[CH:25]=[CH:24][CH:23]=[N:22]3)=[N:11][C:10](O)=[N:9][C:8]=12)([CH3:3])[CH3:2].P(Br)(Br)([Br:29])=O.C(N(CC)C1C=CC=CC=1)C.Cl. Product: [N:21]1([C:16]2[CH:17]=[CH:18][CH:19]=[CH:20][C:15]=2[CH2:14][NH:13][C:12]2[N:7]3[N:6]=[CH:5][C:4]([CH:1]([CH3:3])[CH3:2])=[C:8]3[N:9]=[C:10]([Br:29])[N:11]=2)[CH:25]=[CH:24][CH:23]=[N:22]1. The catalyst class is: 11.